Predict the product of the given reaction. From a dataset of Forward reaction prediction with 1.9M reactions from USPTO patents (1976-2016). (1) Given the reactants [C:1](=[O:6])([O:4][CH3:5])OC.[Cl:7][C:8]1[CH:13]=[CH:12][C:11]([C:14](=[O:16])[CH3:15])=[CH:10][CH:9]=1.[H-].[Na+], predict the reaction product. The product is: [Cl:7][C:8]1[CH:13]=[CH:12][C:11]([C:14](=[O:16])[CH2:15][C:1]([O:4][CH3:5])=[O:6])=[CH:10][CH:9]=1. (2) Given the reactants S(Cl)([Cl:3])=O.[CH2:5]([O:12][C:13]1[C:18]([O:19][CH3:20])=[CH:17][C:16]([CH2:21]O)=[CH:15][C:14]=1[Cl:23])[C:6]1[CH:11]=[CH:10][CH:9]=[CH:8][CH:7]=1.C(OCC)C.O, predict the reaction product. The product is: [CH2:5]([O:12][C:13]1[C:18]([O:19][CH3:20])=[CH:17][C:16]([CH2:21][Cl:3])=[CH:15][C:14]=1[Cl:23])[C:6]1[CH:11]=[CH:10][CH:9]=[CH:8][CH:7]=1.